Dataset: Catalyst prediction with 721,799 reactions and 888 catalyst types from USPTO. Task: Predict which catalyst facilitates the given reaction. (1) Reactant: [Cu][C:2]#[N:3].N1C=CC=CC=1.Br[C:11]1[N:12]=[C:13]([CH2:16][C:17]([CH3:20])([CH3:19])[CH3:18])[S:14][CH:15]=1. Product: [CH2:16]([C:13]1[S:14][CH:15]=[C:11]([C:2]#[N:3])[N:12]=1)[C:17]([CH3:20])([CH3:19])[CH3:18]. The catalyst class is: 215. (2) Reactant: [CH2:1]([C:3]1[CH:9]=[C:8]([C:10]([F:22])([C:18]([F:21])([F:20])[F:19])[C:11]([F:17])([F:16])[C:12]([F:15])([F:14])[F:13])[CH:7]=[C:6]([CH3:23])[C:4]=1[NH2:5])[CH3:2].N1C=CC=CC=1.[Br:30][C:31]1[C:39]([N+:40]([O-:42])=[O:41])=[CH:38][CH:37]=[CH:36][C:32]=1[C:33](Cl)=[O:34].CN(C)C(=O)C. Product: [CH2:1]([C:3]1[CH:9]=[C:8]([C:10]([F:22])([C:18]([F:19])([F:20])[F:21])[C:11]([F:16])([F:17])[C:12]([F:14])([F:15])[F:13])[CH:7]=[C:6]([CH3:23])[C:4]=1[NH:5][C:33](=[O:34])[C:32]1[CH:36]=[CH:37][CH:38]=[C:39]([N+:40]([O-:42])=[O:41])[C:31]=1[Br:30])[CH3:2]. The catalyst class is: 7.